Regression. Given two drug SMILES strings and cell line genomic features, predict the synergy score measuring deviation from expected non-interaction effect. From a dataset of NCI-60 drug combinations with 297,098 pairs across 59 cell lines. (1) Drug 1: CC1=C(C(=CC=C1)Cl)NC(=O)C2=CN=C(S2)NC3=CC(=NC(=N3)C)N4CCN(CC4)CCO. Drug 2: CC(C)CN1C=NC2=C1C3=CC=CC=C3N=C2N. Cell line: SK-MEL-28. Synergy scores: CSS=2.70, Synergy_ZIP=2.53, Synergy_Bliss=5.28, Synergy_Loewe=1.30, Synergy_HSA=2.40. (2) Drug 1: C1CCN(CC1)CCOC2=CC=C(C=C2)C(=O)C3=C(SC4=C3C=CC(=C4)O)C5=CC=C(C=C5)O. Drug 2: CCCCC(=O)OCC(=O)C1(CC(C2=C(C1)C(=C3C(=C2O)C(=O)C4=C(C3=O)C=CC=C4OC)O)OC5CC(C(C(O5)C)O)NC(=O)C(F)(F)F)O. Cell line: UO-31. Synergy scores: CSS=4.24, Synergy_ZIP=-5.28, Synergy_Bliss=-6.02, Synergy_Loewe=-3.18, Synergy_HSA=-2.99. (3) Drug 1: C1=C(C(=O)NC(=O)N1)N(CCCl)CCCl. Drug 2: CN1C2=C(C=C(C=C2)N(CCCl)CCCl)N=C1CCCC(=O)O.Cl. Cell line: NCI-H460. Synergy scores: CSS=29.7, Synergy_ZIP=-1.73, Synergy_Bliss=0.185, Synergy_Loewe=-22.5, Synergy_HSA=-0.124.